Dataset: Forward reaction prediction with 1.9M reactions from USPTO patents (1976-2016). Task: Predict the product of the given reaction. Given the reactants [Cl:1][C:2]1[CH:7]=[C:6]([O:8][C:9]2[CH:14]=[CH:13][C:12]([CH2:15][OH:16])=[CH:11][C:10]=2[F:17])[CH:5]=[CH:4][N:3]=1.C(OC([N:25]1[C:33]2[N:28]([C:29](=[O:35])[N:30]=[C:31](Cl)[CH:32]=2)[CH2:27][C:26]1([CH3:37])[CH3:36])=O)(C)(C)C, predict the reaction product. The product is: [Cl:1][C:2]1[CH:7]=[C:6]([O:8][C:9]2[CH:14]=[CH:13][C:12]([CH2:15][O:16][C:31]3[CH:32]=[C:33]4[NH:25][C:26]([CH3:37])([CH3:36])[CH2:27][N:28]4[C:29](=[O:35])[N:30]=3)=[CH:11][C:10]=2[F:17])[CH:5]=[CH:4][N:3]=1.